Dataset: NCI-60 drug combinations with 297,098 pairs across 59 cell lines. Task: Regression. Given two drug SMILES strings and cell line genomic features, predict the synergy score measuring deviation from expected non-interaction effect. Drug 1: C1C(C(OC1N2C=NC(=NC2=O)N)CO)O. Drug 2: COCCOC1=C(C=C2C(=C1)C(=NC=N2)NC3=CC=CC(=C3)C#C)OCCOC.Cl. Cell line: SR. Synergy scores: CSS=19.2, Synergy_ZIP=3.26, Synergy_Bliss=2.60, Synergy_Loewe=-6.22, Synergy_HSA=0.641.